This data is from Experimentally validated miRNA-target interactions with 360,000+ pairs, plus equal number of negative samples. The task is: Binary Classification. Given a miRNA mature sequence and a target amino acid sequence, predict their likelihood of interaction. The miRNA is hsa-miR-7150 with sequence CUGGCAGGGGGAGAGGUA. The protein sequence of the target gene is MAPMHEEDCKLEASAVSDSGSFAASRARREKKSKKGRQEALERLKKAKAGEKYKYEVEDLTSVYEEVDEEQYSKLVQARQDDDWIVDDDGIGYVEDGREIFDDDLEDDALDTCGKGSDGKAHRKDRKDVKKPSVTKPNNIKAMFIASAGKKTTDKAVDLSKDDLLGDILQDLNTETAQITPPPVLIPKKKRSTGALLNPFSVHTPKAIPSGKPASPVLRNEPLLTPIPLKRAELAGELAQPECPEDEQELGVMEFEDGDFDESMDTEKVDEKPVTAKTWDQETEPVERVEHEADPERGTT.... Result: 0 (no interaction).